This data is from NCI-60 drug combinations with 297,098 pairs across 59 cell lines. The task is: Regression. Given two drug SMILES strings and cell line genomic features, predict the synergy score measuring deviation from expected non-interaction effect. (1) Drug 1: CC1C(C(CC(O1)OC2CC(OC(C2O)C)OC3=CC4=CC5=C(C(=O)C(C(C5)C(C(=O)C(C(C)O)O)OC)OC6CC(C(C(O6)C)O)OC7CC(C(C(O7)C)O)OC8CC(C(C(O8)C)O)(C)O)C(=C4C(=C3C)O)O)O)O. Drug 2: C1CCC(C(C1)N)N.C(=O)(C(=O)[O-])[O-].[Pt+4]. Cell line: DU-145. Synergy scores: CSS=43.7, Synergy_ZIP=-4.36, Synergy_Bliss=3.70, Synergy_Loewe=1.66, Synergy_HSA=2.99. (2) Drug 2: C(CCl)NC(=O)N(CCCl)N=O. Drug 1: CC1=C(C=C(C=C1)NC(=O)C2=CC=C(C=C2)CN3CCN(CC3)C)NC4=NC=CC(=N4)C5=CN=CC=C5. Synergy scores: CSS=0.977, Synergy_ZIP=0.206, Synergy_Bliss=2.65, Synergy_Loewe=-1.63, Synergy_HSA=0.446. Cell line: A549. (3) Drug 1: CC(CN1CC(=O)NC(=O)C1)N2CC(=O)NC(=O)C2. Cell line: SN12C. Drug 2: CC1=C2C(C(=O)C3(C(CC4C(C3C(C(C2(C)C)(CC1OC(=O)C(C(C5=CC=CC=C5)NC(=O)OC(C)(C)C)O)O)OC(=O)C6=CC=CC=C6)(CO4)OC(=O)C)O)C)O. Synergy scores: CSS=33.2, Synergy_ZIP=-15.2, Synergy_Bliss=-14.0, Synergy_Loewe=-12.0, Synergy_HSA=-9.10. (4) Drug 1: COC1=C(C=C2C(=C1)N=CN=C2NC3=CC(=C(C=C3)F)Cl)OCCCN4CCOCC4. Drug 2: CC1CCC2CC(C(=CC=CC=CC(CC(C(=O)C(C(C(=CC(C(=O)CC(OC(=O)C3CCCCN3C(=O)C(=O)C1(O2)O)C(C)CC4CCC(C(C4)OC)OCCO)C)C)O)OC)C)C)C)OC. Cell line: NCI-H226. Synergy scores: CSS=30.5, Synergy_ZIP=-3.77, Synergy_Bliss=2.04, Synergy_Loewe=6.70, Synergy_HSA=6.93. (5) Drug 1: CN1CCC(CC1)COC2=C(C=C3C(=C2)N=CN=C3NC4=C(C=C(C=C4)Br)F)OC. Drug 2: CC12CCC(CC1=CCC3C2CCC4(C3CC=C4C5=CN=CC=C5)C)O. Cell line: MALME-3M. Synergy scores: CSS=4.91, Synergy_ZIP=-1.74, Synergy_Bliss=4.51, Synergy_Loewe=3.24, Synergy_HSA=3.52. (6) Drug 1: CC1=C(C(CCC1)(C)C)C=CC(=CC=CC(=CC(=O)O)C)C. Drug 2: CC1=C(C=C(C=C1)NC(=O)C2=CC=C(C=C2)CN3CCN(CC3)C)NC4=NC=CC(=N4)C5=CN=CC=C5. Cell line: TK-10. Synergy scores: CSS=-1.41, Synergy_ZIP=-1.27, Synergy_Bliss=-4.70, Synergy_Loewe=-6.32, Synergy_HSA=-5.35. (7) Drug 1: C1CCN(CC1)CCOC2=CC=C(C=C2)C(=O)C3=C(SC4=C3C=CC(=C4)O)C5=CC=C(C=C5)O. Drug 2: CC12CCC3C(C1CCC2=O)CC(=C)C4=CC(=O)C=CC34C. Cell line: HL-60(TB). Synergy scores: CSS=54.6, Synergy_ZIP=3.45, Synergy_Bliss=6.01, Synergy_Loewe=0.877, Synergy_HSA=0.752.